From a dataset of Forward reaction prediction with 1.9M reactions from USPTO patents (1976-2016). Predict the product of the given reaction. (1) Given the reactants [C:1]1([C:7]2[N:12]=[CH:11][C:10]([C:13]3[N:14]=[C:15]([CH:18]4[CH2:23][CH2:22][CH2:21][NH:20][CH2:19]4)[NH:16][CH:17]=3)=[CH:9][N:8]=2)[CH:6]=[CH:5][CH:4]=[CH:3][CH:2]=1.C(N(CC)CC)C.[F:31][C:32]([F:43])([F:42])[C:33](O[C:33](=[O:34])[C:32]([F:43])([F:42])[F:31])=[O:34].CN1CCNCC1, predict the reaction product. The product is: [F:31][C:32]([F:43])([F:42])[C:33]([N:20]1[CH2:21][CH2:22][CH2:23][CH:18]([C:15]2[NH:16][CH:17]=[C:13]([C:10]3[CH:11]=[N:12][C:7]([C:1]4[CH:2]=[CH:3][CH:4]=[CH:5][CH:6]=4)=[N:8][CH:9]=3)[N:14]=2)[CH2:19]1)=[O:34]. (2) Given the reactants [Cl:1][C:2]1[CH:7]=[CH:6][C:5](I)=[CH:4][C:3]=1[N+:9]([O-:11])=[O:10].[C:12]([Si:14]([CH3:17])([CH3:16])[CH3:15])#[CH:13], predict the reaction product. The product is: [Cl:1][C:2]1[CH:7]=[CH:6][C:5]([C:13]#[C:12][Si:14]([CH3:17])([CH3:16])[CH3:15])=[CH:4][C:3]=1[N+:9]([O-:11])=[O:10]. (3) Given the reactants Br[CH2:2][C:3]([C:5]1[CH:10]=[CH:9][C:8]([I:11])=[CH:7][CH:6]=1)=O.[NH2:12][C:13]1[CH:18]=[CH:17][CH:16]=[CH:15][N:14]=1.C(=O)([O-])O.[Na+], predict the reaction product. The product is: [I:11][C:8]1[CH:9]=[CH:10][C:5]([C:3]2[N:12]=[C:13]3[CH:18]=[CH:17][CH:16]=[CH:15][N:14]3[CH:2]=2)=[CH:6][CH:7]=1. (4) Given the reactants [CH2:1]([O:4][N:5]([C@H:18]1[CH2:23][N:22](C(OC(C)(C)C)=O)[C@H:21]([CH2:31][O:32][Si:33]([C:36]([CH3:39])([CH3:38])[CH3:37])([CH3:35])[CH3:34])[CH:20]=[C:19]1[CH3:40])[S:6]([C:9]1[CH:14]=[CH:13][CH:12]=[CH:11][C:10]=1[N+:15]([O-:17])=[O:16])(=[O:8])=[O:7])[CH:2]=[CH2:3], predict the reaction product. The product is: [CH2:1]([O:4][N:5]([C@@H:18]1[C:19]([CH3:40])=[CH:20][C@@H:21]([CH2:31][O:32][Si:33]([C:36]([CH3:39])([CH3:38])[CH3:37])([CH3:34])[CH3:35])[NH:22][CH2:23]1)[S:6]([C:9]1[CH:14]=[CH:13][CH:12]=[CH:11][C:10]=1[N+:15]([O-:17])=[O:16])(=[O:8])=[O:7])[CH:2]=[CH2:3].